Dataset: Reaction yield outcomes from USPTO patents with 853,638 reactions. Task: Predict the reaction yield, written as a fraction of the theoretical maximum amount of product (1.0 means a 100% yield; for example, 0.34 means a 34% yield). (1) The reactants are Br[C:2]1[CH:9]=[CH:8][CH:7]=[CH:6][C:3]=1[C:4]#[N:5].[NH2:10][C:11]1[CH:16]=[CH:15][CH:14]=[CH:13][CH:12]=1.CC1(C)C2C(=C(P(C3C=CC=CC=3)C3C=CC=CC=3)C=CC=2)OC2C(P(C3C=CC=CC=3)C3C=CC=CC=3)=CC=CC1=2.C(=O)([O-])[O-].[Cs+].[Cs+]. The catalyst is O1CCOCC1.C1C=CC(/C=C/C(/C=C/C2C=CC=CC=2)=O)=CC=1.C1C=CC(/C=C/C(/C=C/C2C=CC=CC=2)=O)=CC=1.C1C=CC(/C=C/C(/C=C/C2C=CC=CC=2)=O)=CC=1.[Pd].[Pd]. The product is [C:11]1([NH:10][C:2]2[CH:9]=[CH:8][CH:7]=[CH:6][C:3]=2[C:4]#[N:5])[CH:16]=[CH:15][CH:14]=[CH:13][CH:12]=1. The yield is 0.810. (2) The reactants are [NH2:1][C:2]1[N:7]=[CH:6][C:5]([N:8]2[CH2:13][CH2:12][N:11]([C:14]([O:16][C:17]([CH3:20])([CH3:19])[CH3:18])=[O:15])[CH2:10][CH2:9]2)=[CH:4][C:3]=1[N+:21]([O-])=O.[CH2:24]([O:31][C:32]1[CH:39]=[CH:38][C:35]([CH:36]=O)=[CH:34][CH:33]=1)[C:25]1[CH:30]=[CH:29][CH:28]=[CH:27][CH:26]=1.S(S([O-])=O)([O-])=O.[Na+].[Na+]. The catalyst is O.CCO. The product is [CH2:24]([O:31][C:32]1[CH:33]=[CH:34][C:35]([C:36]2[NH:1][C:2]3=[N:7][CH:6]=[C:5]([N:8]4[CH2:13][CH2:12][N:11]([C:14]([O:16][C:17]([CH3:20])([CH3:19])[CH3:18])=[O:15])[CH2:10][CH2:9]4)[CH:4]=[C:3]3[N:21]=2)=[CH:38][CH:39]=1)[C:25]1[CH:26]=[CH:27][CH:28]=[CH:29][CH:30]=1. The yield is 0.150.